Regression. Given two drug SMILES strings and cell line genomic features, predict the synergy score measuring deviation from expected non-interaction effect. From a dataset of NCI-60 drug combinations with 297,098 pairs across 59 cell lines. (1) Cell line: MCF7. Synergy scores: CSS=-0.0860, Synergy_ZIP=0.645, Synergy_Bliss=1.40, Synergy_Loewe=0.838, Synergy_HSA=0.0153. Drug 1: CC(C)NC(=O)C1=CC=C(C=C1)CNNC.Cl. Drug 2: CC(C)CN1C=NC2=C1C3=CC=CC=C3N=C2N. (2) Drug 1: CC(C)CN1C=NC2=C1C3=CC=CC=C3N=C2N. Drug 2: CCC1(C2=C(COC1=O)C(=O)N3CC4=CC5=C(C=CC(=C5CN(C)C)O)N=C4C3=C2)O.Cl. Cell line: OVCAR-8. Synergy scores: CSS=36.7, Synergy_ZIP=-9.71, Synergy_Bliss=-3.50, Synergy_Loewe=-15.5, Synergy_HSA=-3.10. (3) Drug 1: CS(=O)(=O)C1=CC(=C(C=C1)C(=O)NC2=CC(=C(C=C2)Cl)C3=CC=CC=N3)Cl. Drug 2: C(CCl)NC(=O)N(CCCl)N=O. Cell line: UACC-257. Synergy scores: CSS=-0.107, Synergy_ZIP=0.254, Synergy_Bliss=0.238, Synergy_Loewe=-3.21, Synergy_HSA=-3.01. (4) Drug 1: C1=NC2=C(N=C(N=C2N1C3C(C(C(O3)CO)O)F)Cl)N. Drug 2: C1C(C(OC1N2C=NC3=C2NC=NCC3O)CO)O. Synergy scores: CSS=30.5, Synergy_ZIP=4.23, Synergy_Bliss=2.07, Synergy_Loewe=-34.5, Synergy_HSA=5.93. Cell line: HCT-15.